From a dataset of Reaction yield outcomes from USPTO patents with 853,638 reactions. Predict the reaction yield, written as a fraction of the theoretical maximum amount of product (1.0 means a 100% yield; for example, 0.34 means a 34% yield). (1) The reactants are [CH2:1]([C:5]1[N:10]2[N:11]=[C:12]([CH3:14])[N:13]=[C:9]2[N:8]([CH:15]2[CH2:24][CH2:23][C:18]3(OCC[O:19]3)[CH2:17][CH2:16]2)[C:7](=[O:25])[C:6]=1[CH2:26][C:27]1[CH:32]=[CH:31][C:30]([C:33]2[C:34]([C:39]#[N:40])=[CH:35][CH:36]=[CH:37][CH:38]=2)=[CH:29][CH:28]=1)[CH2:2][CH2:3][CH3:4].Cl.O1CCCC1. The catalyst is C(OCC)(=O)C. The product is [CH2:1]([C:5]1[N:10]2[N:11]=[C:12]([CH3:14])[N:13]=[C:9]2[N:8]([C@H:15]2[CH2:24][CH2:23][C@H:18]([OH:19])[CH2:17][CH2:16]2)[C:7](=[O:25])[C:6]=1[CH2:26][C:27]1[CH:28]=[CH:29][C:30]([C:33]2[C:34]([C:39]#[N:40])=[CH:35][CH:36]=[CH:37][CH:38]=2)=[CH:31][CH:32]=1)[CH2:2][CH2:3][CH3:4]. The yield is 0.830. (2) The reactants are [Br:1][C:2]1[CH:3]=[CH:4][C:5]2[S:9](=[O:11])(=[O:10])[NH:8][CH2:7][C:6]=2[CH:12]=1.[C:13](=O)([O-])[O-].[K+].[K+].IC. The catalyst is CCO. The product is [Br:1][C:2]1[CH:3]=[CH:4][C:5]2[S:9](=[O:10])(=[O:11])[N:8]([CH3:13])[CH2:7][C:6]=2[CH:12]=1. The yield is 0.830. (3) The reactants are [CH3:1][N:2]([S:16]([C:19]1[CH:24]=[CH:23][C:22]([C:25]([F:28])([F:27])[F:26])=[CH:21][CH:20]=1)(=[O:18])=[O:17])[C@H:3]1[CH2:8][CH2:7][C@H:6]([O:9][CH2:10][CH2:11][CH2:12][C:13]([OH:15])=O)[CH2:5][CH2:4]1.C[N:30]1[CH2:35]COCC1.C1C=CC2N(O)N=NC=2C=1.CCN=C=NCCCN(C)C.Cl.[CH3:58][O:59]CN.OS([O-])(=O)=O.[K+]. The catalyst is C(Cl)Cl. The product is [CH3:58][O:59][N:30]([CH3:35])[C:13](=[O:15])[CH2:12][CH2:11][CH2:10][O:9][C@H:6]1[CH2:7][CH2:8][C@H:3]([N:2]([CH3:1])[S:16]([C:19]2[CH:24]=[CH:23][C:22]([C:25]([F:26])([F:27])[F:28])=[CH:21][CH:20]=2)(=[O:18])=[O:17])[CH2:4][CH2:5]1. The yield is 0.940.